Dataset: Full USPTO retrosynthesis dataset with 1.9M reactions from patents (1976-2016). Task: Predict the reactants needed to synthesize the given product. (1) The reactants are: [Cl:1][C:2]1[CH:22]=[C:21]([N+:23]([O-])=O)[CH:20]=[CH:19][C:3]=1[O:4][C:5]1[CH:13]=[CH:12][CH:11]=[C:10]2[C:6]=1[CH2:7][C:8](=[O:18])[N:9]2[CH2:14][CH:15]1[CH2:17][CH2:16]1.CO. Given the product [NH2:23][C:21]1[CH:20]=[CH:19][C:3]([O:4][C:5]2[CH:13]=[CH:12][CH:11]=[C:10]3[C:6]=2[CH2:7][C:8](=[O:18])[N:9]3[CH2:14][CH:15]2[CH2:17][CH2:16]2)=[C:2]([Cl:1])[CH:22]=1, predict the reactants needed to synthesize it. (2) Given the product [CH2:1]([O:8][C:9]1[CH:18]=[CH:17][CH:16]=[C:15]2[C:10]=1[CH2:11][CH2:12][CH2:13][CH:14]2[C:19]([N:21]([CH2:22][C:23]1[CH:27]=[N:26][N:25]([CH2:36][CH3:37])[CH:24]=1)[C:28]1[CH:33]=[CH:32][C:31]([O:34][CH3:35])=[CH:30][CH:29]=1)=[O:20])[C:2]1[CH:3]=[CH:4][CH:5]=[CH:6][CH:7]=1, predict the reactants needed to synthesize it. The reactants are: [CH2:1]([O:8][C:9]1[CH:18]=[CH:17][CH:16]=[C:15]2[C:10]=1[CH2:11][CH2:12][CH2:13][CH:14]2[C:19]([N:21]([C:28]1[CH:33]=[CH:32][C:31]([O:34][CH3:35])=[CH:30][CH:29]=1)[CH2:22][C:23]1[CH:24]=[N:25][NH:26][CH:27]=1)=[O:20])[C:2]1[CH:7]=[CH:6][CH:5]=[CH:4][CH:3]=1.[CH2:36](I)[CH3:37]. (3) Given the product [C:30]1([C:33]2[CH:38]=[CH:37][CH:36]=[CH:35][CH:34]=2)[CH:29]=[CH:28][C:27]([C:25]([NH:24][C@H:9]([C:10](=[O:23])[NH:11][C:12]([CH3:22])([CH3:21])[CH2:13][C:14]2[CH:15]=[CH:16][C:17]([F:20])=[CH:18][CH:19]=2)[CH2:8][CH2:7][C:6]([OH:39])=[O:5])=[O:26])=[CH:32][CH:31]=1, predict the reactants needed to synthesize it. The reactants are: C([O:5][C:6](=[O:39])[CH2:7][CH2:8][C@H:9]([NH:24][C:25]([C:27]1[CH:32]=[CH:31][C:30]([C:33]2[CH:38]=[CH:37][CH:36]=[CH:35][CH:34]=2)=[CH:29][CH:28]=1)=[O:26])[C:10](=[O:23])[NH:11][C:12]([CH3:22])([CH3:21])[CH2:13][C:14]1[CH:19]=[CH:18][C:17]([F:20])=[CH:16][CH:15]=1)(C)(C)C.FC(F)(F)C(O)=O.